Dataset: Reaction yield outcomes from USPTO patents with 853,638 reactions. Task: Predict the reaction yield, written as a fraction of the theoretical maximum amount of product (1.0 means a 100% yield; for example, 0.34 means a 34% yield). (1) The reactants are [NH2:1][C:2]1[N:7]=[C:6]([C:8]2[CH:15]=[CH:14][C:11]([C:12]#[N:13])=[C:10](F)[CH:9]=2)[CH:5]=[C:4]([NH:17][CH2:18][CH:19]2[CH2:24][CH2:23][CH2:22][CH2:21][CH2:20]2)[N:3]=1.O.[NH2:26][NH2:27]. The catalyst is CCO. The product is [NH2:13][C:12]1[C:11]2[C:10](=[CH:9][C:8]([C:6]3[N:7]=[C:2]([NH2:1])[N:3]=[C:4]([NH:17][CH2:18][CH:19]4[CH2:24][CH2:23][CH2:22][CH2:21][CH2:20]4)[CH:5]=3)=[CH:15][CH:14]=2)[NH:27][N:26]=1. The yield is 0.480. (2) The reactants are [CH3:1][Mg]Br.[CH:4]([C:6]1[C:14]2[O:13][CH2:12][CH:11]([C:15]3[CH:20]=[CH:19][C:18]([CH:21]([CH3:23])[CH3:22])=[CH:17][CH:16]=3)[C:10]=2[C:9]([CH3:24])=[C:8]([NH:25][C:26](=[O:32])[CH2:27][C:28]([CH3:31])([CH3:30])[CH3:29])[C:7]=1[CH3:33])=[O:5]. The catalyst is O. The product is [OH:5][CH:4]([C:6]1[C:14]2[O:13][CH2:12][CH:11]([C:15]3[CH:20]=[CH:19][C:18]([CH:21]([CH3:23])[CH3:22])=[CH:17][CH:16]=3)[C:10]=2[C:9]([CH3:24])=[C:8]([NH:25][C:26](=[O:32])[CH2:27][C:28]([CH3:31])([CH3:30])[CH3:29])[C:7]=1[CH3:33])[CH3:1]. The yield is 0.190. (3) The reactants are CC(OC1C=CC=C(OC(C)C)C=1C1C(P(C2CCCCC2)C2CCCCC2)=CC=CC=1)C.[Li+].C[Si]([N-][Si](C)(C)C)(C)C.[Si:44]([O:51][CH2:52][C:53]1([CH2:70][O:71][Si:72]([C:75]([CH3:78])([CH3:77])[CH3:76])([CH3:74])[CH3:73])[CH2:69][C:56]2=[CH:57][C:58]3[C:63]([C:64]([C:65](=[O:67])[CH3:66])=[C:55]2[CH2:54]1)=[CH:62][CH:61]=[CH:60][C:59]=3Cl)([C:47]([CH3:50])([CH3:49])[CH3:48])([CH3:46])[CH3:45].CCCCCC.CCOCC.[CH3:90][NH:91][CH3:92]. The catalyst is C1COCC1. The product is [Si:44]([O:51][CH2:52][C:53]1([CH2:70][O:71][Si:72]([C:75]([CH3:78])([CH3:77])[CH3:76])([CH3:74])[CH3:73])[CH2:69][C:56]2=[CH:57][C:58]3[C:63]([C:64]([C:65](=[O:67])[CH3:66])=[C:55]2[CH2:54]1)=[CH:62][CH:61]=[CH:60][C:59]=3[N:91]([CH3:92])[CH3:90])([C:47]([CH3:50])([CH3:49])[CH3:48])([CH3:46])[CH3:45]. The yield is 0.710. (4) The reactants are [N:1]1([C:7]2[CH:13]=[CH:12][CH:11]=[CH:10][C:8]=2[NH2:9])[CH2:6][CH2:5][CH2:4][CH2:3][CH2:2]1.[CH3:14][O:15][C:16]1[CH:17]=[C:18]([CH:21]=[CH:22][CH:23]=1)[CH2:19]Br.C(=O)([O-])[O-].[K+].[K+].NC1C=CC=CC=1. The catalyst is CN(C=O)C. The product is [CH3:14][O:15][C:16]1[CH:17]=[C:18]([CH:21]=[CH:22][CH:23]=1)[CH2:19][NH:9][C:8]1[CH:10]=[CH:11][CH:12]=[CH:13][C:7]=1[N:1]1[CH2:6][CH2:5][CH2:4][CH2:3][CH2:2]1. The yield is 0.870. (5) The reactants are [NH2:1][C:2]1[N:3]=[CH:4][C:5]2[S:10][C:9](=[O:11])[N:8]([C@@H:12]3[O:35][C@H:34]([CH2:36][O:37]C(=O)C4C=CC=CC=4)[C@@H:23]([O:24]C(=O)C4C=CC=CC=4C)[C@H:13]3[O:14]C(=O)C3C=CC=CC=3)[C:6]=2[N:7]=1.[C:46]([O-])([O-])=O.[K+].[K+].CC(O)=O. The catalyst is CO. The product is [NH2:1][C:2]1[N:3]=[CH:4][C:5]2[S:10][C:9](=[O:11])[N:8]([C@@H:12]3[O:35][C@H:34]([CH2:36][OH:37])[C@@H:23]([OH:24])[C@@:13]3([CH3:46])[OH:14])[C:6]=2[N:7]=1. The yield is 0.100. (6) The reactants are [NH2:1][C:2]1[CH:6]=[CH:5][S:4][C:3]=1[C:7]([O:9][CH3:10])=[O:8].N1C=CC=CC=1.[CH3:17][O:18][C:19]1[CH:24]=[CH:23][C:22]([S:25](Cl)(=[O:27])=[O:26])=[CH:21][CH:20]=1. The catalyst is C(Cl)(Cl)Cl. The product is [CH3:10][O:9][C:7]([C:3]1[S:4][CH:5]=[CH:6][C:2]=1[NH:1][S:25]([C:22]1[CH:21]=[CH:20][C:19]([O:18][CH3:17])=[CH:24][CH:23]=1)(=[O:27])=[O:26])=[O:8]. The yield is 0.660. (7) The reactants are [NH2:1][C:2]1[N:7]=[CH:6][C:5]([O:8][CH:9]2[CH2:12][N:11]([C:13]([O:15][C:16]([CH3:19])([CH3:18])[CH3:17])=[O:14])[CH2:10]2)=[CH:4][CH:3]=1.Br[C:21]1[C:22](=[O:29])[N:23]([CH3:28])[CH:24]=[C:25]([Br:27])[CH:26]=1.C([O-])([O-])=O.[Cs+].[Cs+]. The catalyst is C1C=CC(/C=C/C(/C=C/C2C=CC=CC=2)=O)=CC=1.C1C=CC(/C=C/C(/C=C/C2C=CC=CC=2)=O)=CC=1.C1C=CC(/C=C/C(/C=C/C2C=CC=CC=2)=O)=CC=1.[Pd].[Pd].CC1(C)C2C(=C(P(C3C=CC=CC=3)C3C=CC=CC=3)C=CC=2)OC2C(P(C3C=CC=CC=3)C3C=CC=CC=3)=CC=CC1=2.O1CCOCC1. The product is [Br:27][C:25]1[CH:26]=[C:21]([NH:1][C:2]2[N:7]=[CH:6][C:5]([O:8][CH:9]3[CH2:12][N:11]([C:13]([O:15][C:16]([CH3:19])([CH3:18])[CH3:17])=[O:14])[CH2:10]3)=[CH:4][CH:3]=2)[C:22](=[O:29])[N:23]([CH3:28])[CH:24]=1. The yield is 0.900.